This data is from Forward reaction prediction with 1.9M reactions from USPTO patents (1976-2016). The task is: Predict the product of the given reaction. (1) Given the reactants Cl[C:2]1[N:7]=[N:6][C:5]([C:8]#[N:9])=[CH:4][CH:3]=1.[F:10][C:11]1[C:12]([C:17]2([CH2:21][NH2:22])[CH2:20][CH2:19][CH2:18]2)=[N:13][CH:14]=[CH:15][CH:16]=1.C(N(CC)CC)C.CN1C(=O)CCC1, predict the reaction product. The product is: [F:10][C:11]1[C:12]([C:17]2([CH2:21][NH:22][C:2]3[N:7]=[N:6][C:5]([C:8]#[N:9])=[CH:4][CH:3]=3)[CH2:20][CH2:19][CH2:18]2)=[N:13][CH:14]=[CH:15][CH:16]=1. (2) The product is: [CH:38]1([CH2:33][N:14]2[C:13](=[O:15])[O:12][N:11]=[C:10]2[C:8]2[CH:7]=[C:6]([C:16]([F:17])([F:19])[F:18])[N:5]=[C:4]([CH:1]3[CH2:2][CH2:3]3)[N:9]=2)[CH2:36][CH2:37]1. Given the reactants [CH:1]1([C:4]2[N:9]=[C:8]([C:10]3[NH:11][O:12][C:13](=[O:15])[N:14]=3)[CH:7]=[C:6]([C:16]([F:19])([F:18])[F:17])[N:5]=2)[CH2:3][CH2:2]1.[C:37]1(P([C:33]2[CH:38]=[CH:37][CH:36]=CC=2)[C:37]2[CH:36]=CC=[CH:33][CH:38]=2)[CH:36]=CC=[CH:33][CH:38]=1.C(OC(N=NC(OCC)=O)=O)C.C1(CO)CC1, predict the reaction product. (3) Given the reactants Cl.[CH3:2][O:3][C:4]([C:6]1[CH:11]=[CH:10][C:9]([C:12]2[CH2:16][C:15]3([CH2:21][CH2:20][NH2+:19][CH2:18][CH2:17]3)[O:14][N:13]=2)=[CH:8][CH:7]=1)=[O:5].[Br:22][C:23]1[CH:28]=[C:27]([CH2:29]Br)[CH:26]=[C:25]([Cl:31])[C:24]=1[Cl:32].CCN(C(C)C)C(C)C, predict the reaction product. The product is: [Br:22][C:23]1[CH:28]=[C:27]([CH:26]=[C:25]([Cl:31])[C:24]=1[Cl:32])[CH2:29][N:19]1[CH2:20][CH2:21][C:15]2([O:14][N:13]=[C:12]([C:9]3[CH:10]=[CH:11][C:6]([C:4]([O:3][CH3:2])=[O:5])=[CH:7][CH:8]=3)[CH2:16]2)[CH2:17][CH2:18]1. (4) Given the reactants Cl[C:2]1[N:7]2[N:8]=[C:9](C)[CH:10]=[C:6]2[N:5]=[C:4]([NH:12][C:13](=[O:24])[C:14]2[CH:19]=[CH:18][C:17]([C:20]([OH:23])([CH3:22])[CH3:21])=[CH:16][CH:15]=2)[CH:3]=1.[NH:25]1[CH2:29][CH2:28][C@@H:27]([NH:30][C:31](=[O:33])[CH3:32])[CH2:26]1, predict the reaction product. The product is: [C:31]([NH:30][C@@H:27]1[CH2:28][CH2:29][N:25]([C:2]2[N:7]3[N:8]=[CH:9][CH:10]=[C:6]3[N:5]=[C:4]([NH:12][C:13](=[O:24])[C:14]3[CH:19]=[CH:18][C:17]([C:20]([OH:23])([CH3:21])[CH3:22])=[CH:16][CH:15]=3)[CH:3]=2)[CH2:26]1)(=[O:33])[CH3:32]. (5) Given the reactants [F:1]/[C:2](/[C:17]1[CH:21]=[C:20]([CH3:22])[NH:19][N:18]=1)=[CH:3]\[C:4]1[CH:9]=[CH:8][C:7]([C:10]([CH3:16])([CH3:15])[C:11]([F:14])([F:13])[F:12])=[CH:6][CH:5]=1.[Br:23][C:24]1[CH:29]=[CH:28][CH:27]=[C:26]([CH2:30]Br)[CH:25]=1, predict the reaction product. The product is: [Br:23][C:24]1[CH:25]=[C:26]([CH:27]=[CH:28][CH:29]=1)[CH2:30][N:19]1[C:20]([CH3:22])=[CH:21][C:17](/[C:2](/[F:1])=[CH:3]/[C:4]2[CH:9]=[CH:8][C:7]([C:10]([CH3:16])([CH3:15])[C:11]([F:14])([F:13])[F:12])=[CH:6][CH:5]=2)=[N:18]1. (6) The product is: [C:1]([O:5][C:6]([N:8]1[CH2:13][CH2:12][C:11]([CH2:14][NH2:15])([NH:17][C:18]([O:20][C:21]([CH3:24])([CH3:23])[CH3:22])=[O:19])[CH2:10][CH2:9]1)=[O:7])([CH3:4])([CH3:3])[CH3:2]. Given the reactants [C:1]([O:5][C:6]([N:8]1[CH2:13][CH2:12][C:11]([NH:17][C:18]([O:20][C:21]([CH3:24])([CH3:23])[CH3:22])=[O:19])([C:14](=O)[NH2:15])[CH2:10][CH2:9]1)=[O:7])([CH3:4])([CH3:3])[CH3:2].CO, predict the reaction product.